This data is from Peptide-MHC class I binding affinity with 185,985 pairs from IEDB/IMGT. The task is: Regression. Given a peptide amino acid sequence and an MHC pseudo amino acid sequence, predict their binding affinity value. This is MHC class I binding data. (1) The peptide sequence is SYPPPPASF. The MHC is HLA-A69:01 with pseudo-sequence HLA-A69:01. The binding affinity (normalized) is 0.0847. (2) The peptide sequence is DIAEHGAYY. The MHC is HLA-B07:02 with pseudo-sequence HLA-B07:02. The binding affinity (normalized) is 0.0847. (3) The peptide sequence is FQWPALHEE. The MHC is HLA-B39:01 with pseudo-sequence HLA-B39:01. The binding affinity (normalized) is 0.0847. (4) The peptide sequence is LPGPQVTAVLLHEES. The MHC is HLA-B51:01 with pseudo-sequence HLA-B51:01. The binding affinity (normalized) is 0.00649. (5) The peptide sequence is YQIEGAWRA. The MHC is HLA-A26:01 with pseudo-sequence HLA-A26:01. The binding affinity (normalized) is 0.0847.